Dataset: Catalyst prediction with 721,799 reactions and 888 catalyst types from USPTO. Task: Predict which catalyst facilitates the given reaction. (1) Reactant: C([O:4][CH2:5][C:6]1[C:14]([CH2:15][C@@H:16]([CH2:22][C:23]([O:25][CH2:26]C)=[O:24])[C:17]([O:19][CH2:20]C)=[O:18])=[CH:13][C:12]([Cl:28])=[C:11]2[C:7]=1[C:8]([Cl:29])=[N:9][NH:10]2)(=O)C.C[O-].[Mg+2].C[O-]. Product: [Cl:29][C:8]1[C:7]2[C:11](=[C:12]([Cl:28])[CH:13]=[C:14]([CH2:15][C@@H:16]([CH2:22][C:23]([O:25][CH3:26])=[O:24])[C:17]([O:19][CH3:20])=[O:18])[C:6]=2[CH2:5][OH:4])[NH:10][N:9]=1. The catalyst class is: 5. (2) Reactant: [F:1][C:2]([F:23])([F:22])[CH:3]=[N:4][NH:5][CH:6]1[CH2:11][CH2:10][N:9]([C:12]([O:14][CH2:15][C:16]2[CH:21]=[CH:20][CH:19]=[CH:18][CH:17]=2)=[O:13])[CH2:8][CH2:7]1.C1C(=O)N([Br:31])C(=O)C1.C(OCC)(=O)C.O. Product: [Br:31][C:3](=[N:4][NH:5][CH:6]1[CH2:7][CH2:8][N:9]([C:12]([O:14][CH2:15][C:16]2[CH:17]=[CH:18][CH:19]=[CH:20][CH:21]=2)=[O:13])[CH2:10][CH2:11]1)[C:2]([F:1])([F:22])[F:23]. The catalyst class is: 163. (3) Reactant: B(F)(F)F.CCOCC.[Br:10][C:11]1[CH:12]=[CH:13][C:14]([Cl:28])=[C:15]([C:17]([C:19]2[CH:24]=[CH:23][C:22]([O:25][CH2:26][CH3:27])=[CH:21][CH:20]=2)=O)[CH:16]=1.[SiH](CC)(CC)CC.[OH-].[K+]. Product: [Br:10][C:11]1[CH:12]=[CH:13][C:14]([Cl:28])=[C:15]([CH2:17][C:19]2[CH:24]=[CH:23][C:22]([O:25][CH2:26][CH3:27])=[CH:21][CH:20]=2)[CH:16]=1. The catalyst class is: 759. (4) Reactant: [NH2:1][C@:2]1([C:14](OC)=[O:15])[CH2:6][CH2:5][C@@H:4]([C:7]2[CH:12]=[CH:11][C:10]([Br:13])=[CH:9][CH:8]=2)[CH2:3]1.[BH4-].[Na+]. Product: [NH2:1][C@:2]1([CH2:14][OH:15])[CH2:6][CH2:5][C@@H:4]([C:7]2[CH:12]=[CH:11][C:10]([Br:13])=[CH:9][CH:8]=2)[CH2:3]1. The catalyst class is: 5.